Dataset: Catalyst prediction with 721,799 reactions and 888 catalyst types from USPTO. Task: Predict which catalyst facilitates the given reaction. (1) Reactant: [CH:1]1([S:4]([C:7]2[CH:12]=[CH:11][C:10]([NH:13][C:14]([O:16][CH3:17])=[O:15])=[CH:9][C:8]=2[C@H:18]2[CH2:22][CH2:21][CH2:20][N:19]2C(OC(C)(C)C)=O)(=[O:6])=[O:5])[CH2:3][CH2:2]1.[ClH:30].O1CCOCC1. Product: [ClH:30].[CH:1]1([S:4]([C:7]2[CH:12]=[CH:11][C:10]([NH:13][C:14](=[O:15])[O:16][CH3:17])=[CH:9][C:8]=2[C@H:18]2[CH2:22][CH2:21][CH2:20][NH:19]2)(=[O:6])=[O:5])[CH2:2][CH2:3]1. The catalyst class is: 25. (2) Reactant: Cl.Cl.[CH2:3]([O:5][C:6]1[CH:7]=[C:8]([CH:25]=[CH:26][CH:27]=1)[CH2:9][N:10]1[C:14]2=[N:15][CH:16]=[N:17][C:18]([N:19]3[CH2:24][CH2:23][NH:22][CH2:21][CH2:20]3)=[C:13]2[CH:12]=[N:11]1)[CH3:4].C(N(CC)C(C)C)(C)C.Cl[C:38]([O:40][C:41]1[CH:46]=[CH:45][C:44]([N+:47]([O-:49])=[O:48])=[CH:43][CH:42]=1)=[O:39].C(=O)([O-])O.[Na+]. Product: [CH2:3]([O:5][C:6]1[CH:7]=[C:8]([CH:25]=[CH:26][CH:27]=1)[CH2:9][N:10]1[C:14]2=[N:15][CH:16]=[N:17][C:18]([N:19]3[CH2:20][CH2:21][N:22]([C:38]([O:40][C:41]4[CH:42]=[CH:43][C:44]([N+:47]([O-:49])=[O:48])=[CH:45][CH:46]=4)=[O:39])[CH2:23][CH2:24]3)=[C:13]2[CH:12]=[N:11]1)[CH3:4]. The catalyst class is: 366. (3) Reactant: N[C:2]1[CH:7]=[CH:6][C:5]([S:8]([N:11]=[N+:12]=[N-:13])(=[O:10])=[O:9])=[CH:4][CH:3]=1.C(N(CC)CC)C.[S:21]([NH:37][CH2:38][CH2:39][C:40](Cl)=[O:41])([C:24]1[C:36]2[CH:35]=[CH:34][CH:33]=[C:29]([N:30]([CH3:32])[CH3:31])[C:28]=2[CH:27]=[CH:26][CH:25]=1)(=[O:23])=[O:22]. Product: [S:21]([NH:37][CH2:38][CH2:39][C:40]([C:6]1[CH:7]=[CH:2][CH:3]=[CH:4][C:5]=1[S:8]([N:11]=[N+:12]=[N-:13])(=[O:10])=[O:9])=[O:41])([C:24]1[C:36]2[CH:35]=[CH:34][CH:33]=[C:29]([N:30]([CH3:32])[CH3:31])[C:28]=2[CH:27]=[CH:26][CH:25]=1)(=[O:22])=[O:23]. The catalyst class is: 9.